From a dataset of NCI-60 drug combinations with 297,098 pairs across 59 cell lines. Regression. Given two drug SMILES strings and cell line genomic features, predict the synergy score measuring deviation from expected non-interaction effect. (1) Drug 1: C1C(C(OC1N2C=C(C(=O)NC2=O)F)CO)O. Drug 2: C(CN)CNCCSP(=O)(O)O. Cell line: HOP-92. Synergy scores: CSS=12.2, Synergy_ZIP=-6.46, Synergy_Bliss=1.18, Synergy_Loewe=-23.7, Synergy_HSA=-1.07. (2) Drug 1: CCC1=C2CN3C(=CC4=C(C3=O)COC(=O)C4(CC)O)C2=NC5=C1C=C(C=C5)O. Drug 2: C#CCC(CC1=CN=C2C(=N1)C(=NC(=N2)N)N)C3=CC=C(C=C3)C(=O)NC(CCC(=O)O)C(=O)O. Cell line: COLO 205. Synergy scores: CSS=53.3, Synergy_ZIP=0.725, Synergy_Bliss=-1.55, Synergy_Loewe=-1.90, Synergy_HSA=-1.06.